This data is from NCI-60 drug combinations with 297,098 pairs across 59 cell lines. The task is: Regression. Given two drug SMILES strings and cell line genomic features, predict the synergy score measuring deviation from expected non-interaction effect. (1) Drug 1: CCC(=C(C1=CC=CC=C1)C2=CC=C(C=C2)OCCN(C)C)C3=CC=CC=C3.C(C(=O)O)C(CC(=O)O)(C(=O)O)O. Drug 2: CS(=O)(=O)CCNCC1=CC=C(O1)C2=CC3=C(C=C2)N=CN=C3NC4=CC(=C(C=C4)OCC5=CC(=CC=C5)F)Cl. Cell line: U251. Synergy scores: CSS=-0.477, Synergy_ZIP=0.0934, Synergy_Bliss=-1.11, Synergy_Loewe=-5.16, Synergy_HSA=-5.21. (2) Cell line: M14. Drug 1: CS(=O)(=O)OCCCCOS(=O)(=O)C. Drug 2: C1CN(P(=O)(OC1)NCCCl)CCCl. Synergy scores: CSS=-6.19, Synergy_ZIP=4.10, Synergy_Bliss=3.42, Synergy_Loewe=-6.38, Synergy_HSA=-5.54. (3) Drug 1: CC(CN1CC(=O)NC(=O)C1)N2CC(=O)NC(=O)C2. Drug 2: C1=CC=C(C=C1)NC(=O)CCCCCCC(=O)NO. Cell line: IGROV1. Synergy scores: CSS=31.6, Synergy_ZIP=0.0601, Synergy_Bliss=5.36, Synergy_Loewe=6.53, Synergy_HSA=6.61. (4) Drug 1: CCC(=C(C1=CC=CC=C1)C2=CC=C(C=C2)OCCN(C)C)C3=CC=CC=C3.C(C(=O)O)C(CC(=O)O)(C(=O)O)O. Drug 2: C1CN1C2=NC(=NC(=N2)N3CC3)N4CC4. Cell line: IGROV1. Synergy scores: CSS=18.7, Synergy_ZIP=-0.259, Synergy_Bliss=-2.56, Synergy_Loewe=-7.27, Synergy_HSA=0.557. (5) Synergy scores: CSS=32.9, Synergy_ZIP=-9.61, Synergy_Bliss=-2.65, Synergy_Loewe=-1.88, Synergy_HSA=-1.82. Cell line: OVCAR-8. Drug 1: CC1CCC2CC(C(=CC=CC=CC(CC(C(=O)C(C(C(=CC(C(=O)CC(OC(=O)C3CCCCN3C(=O)C(=O)C1(O2)O)C(C)CC4CCC(C(C4)OC)OCCO)C)C)O)OC)C)C)C)OC. Drug 2: CCN(CC)CCCC(C)NC1=C2C=C(C=CC2=NC3=C1C=CC(=C3)Cl)OC. (6) Drug 1: COC1=NC(=NC2=C1N=CN2C3C(C(C(O3)CO)O)O)N. Drug 2: CCC1(CC2CC(C3=C(CCN(C2)C1)C4=CC=CC=C4N3)(C5=C(C=C6C(=C5)C78CCN9C7C(C=CC9)(C(C(C8N6C)(C(=O)OC)O)OC(=O)C)CC)OC)C(=O)OC)O.OS(=O)(=O)O. Cell line: TK-10. Synergy scores: CSS=15.8, Synergy_ZIP=-4.12, Synergy_Bliss=-0.314, Synergy_Loewe=-0.222, Synergy_HSA=-0.412. (7) Drug 1: C1CN1C2=NC(=NC(=N2)N3CC3)N4CC4. Drug 2: CCC1(C2=C(COC1=O)C(=O)N3CC4=CC5=C(C=CC(=C5CN(C)C)O)N=C4C3=C2)O.Cl. Cell line: EKVX. Synergy scores: CSS=12.9, Synergy_ZIP=-3.65, Synergy_Bliss=-1.52, Synergy_Loewe=1.01, Synergy_HSA=1.38. (8) Drug 1: CC1C(C(CC(O1)OC2CC(CC3=C2C(=C4C(=C3O)C(=O)C5=C(C4=O)C(=CC=C5)OC)O)(C(=O)C)O)N)O.Cl. Drug 2: CC1CCCC2(C(O2)CC(NC(=O)CC(C(C(=O)C(C1O)C)(C)C)O)C(=CC3=CSC(=N3)C)C)C. Cell line: CAKI-1. Synergy scores: CSS=34.9, Synergy_ZIP=-8.68, Synergy_Bliss=-2.64, Synergy_Loewe=0.858, Synergy_HSA=1.03. (9) Drug 1: C1=NC2=C(N=C(N=C2N1C3C(C(C(O3)CO)O)O)F)N. Drug 2: CC(C)CN1C=NC2=C1C3=CC=CC=C3N=C2N. Cell line: OVCAR-5. Synergy scores: CSS=-2.59, Synergy_ZIP=1.01, Synergy_Bliss=-0.0399, Synergy_Loewe=-3.24, Synergy_HSA=-2.25. (10) Drug 1: COC1=C(C=C2C(=C1)N=CN=C2NC3=CC(=C(C=C3)F)Cl)OCCCN4CCOCC4. Drug 2: CN1C2=C(C=C(C=C2)N(CCCl)CCCl)N=C1CCCC(=O)O.Cl. Cell line: SF-295. Synergy scores: CSS=7.38, Synergy_ZIP=-2.47, Synergy_Bliss=-0.402, Synergy_Loewe=-0.114, Synergy_HSA=0.704.